From a dataset of Full USPTO retrosynthesis dataset with 1.9M reactions from patents (1976-2016). Predict the reactants needed to synthesize the given product. Given the product [C:13]1([O:12][C:10](=[O:11])[NH:8][C:5]2[CH:4]=[N:3][C:2]([CH3:1])=[CH:7][N:6]=2)[CH:18]=[CH:17][CH:16]=[CH:15][CH:14]=1, predict the reactants needed to synthesize it. The reactants are: [CH3:1][C:2]1[N:3]=[CH:4][C:5]([NH2:8])=[N:6][CH:7]=1.Cl[C:10]([O:12][C:13]1[CH:18]=[CH:17][CH:16]=[CH:15][CH:14]=1)=[O:11].